The task is: Predict the product of the given reaction.. This data is from Forward reaction prediction with 1.9M reactions from USPTO patents (1976-2016). Given the reactants [CH:1]1[C:6]([N+:7]([O-:9])=[O:8])=[CH:5][C:4]([Cl:10])=[C:3]([NH:11][C:12]([C:14]2[CH:15]=[C:16]([Cl:21])[CH:17]=[CH:18][C:19]=2[OH:20])=[O:13])[CH:2]=1.C1C=CC(P(C2C=CC=CC=2)C2C=CC=CC=2)=CC=1.O[CH:42]1[CH2:47][CH2:46][N:45]([C:48]([O:50][C:51]([CH3:54])([CH3:53])[CH3:52])=[O:49])[CH2:44][CH2:43]1.CC(OC(/N=N/C(OC(C)C)=O)=O)C, predict the reaction product. The product is: [C:51]([O:50][C:48]([N:45]1[CH2:46][CH2:47][CH:42]([O:20][C:19]2[CH:18]=[CH:17][C:16]([Cl:21])=[CH:15][C:14]=2[C:12](=[O:13])[NH:11][C:3]2[CH:2]=[CH:1][C:6]([N+:7]([O-:9])=[O:8])=[CH:5][C:4]=2[Cl:10])[CH2:43][CH2:44]1)=[O:49])([CH3:54])([CH3:52])[CH3:53].